Dataset: Reaction yield outcomes from USPTO patents with 853,638 reactions. Task: Predict the reaction yield, written as a fraction of the theoretical maximum amount of product (1.0 means a 100% yield; for example, 0.34 means a 34% yield). (1) The reactants are N1[CH:6]=[CH:5]C=CC=1.[CH2:7]([C:9]1([OH:12])[CH2:11][CH2:10]1)[CH3:8].[Br:13][CH2:14][C:15](Br)=[O:16]. The catalyst is ClCCl. The product is [Br:13][CH2:14][C:15]([O:12][C:9]1([CH2:7][CH3:8])[CH2:11][CH2:10][CH2:6][CH2:5]1)=[O:16]. The yield is 0.840. (2) The reactants are [CH3:1][O:2][CH2:3][CH:4]([N:8]1[C:17]2[C:12](=[CH:13][C:14]([C:18]3[C:19]([C:30]4[S:31][CH:32]=[C:33]([C:35]([F:38])([F:37])[F:36])[N:34]=4)=[CH:20][C:21]([NH:24][C:25]([NH:27][CH2:28][CH3:29])=[O:26])=[N:22][CH:23]=3)=[CH:15][CH:16]=2)[C:11](=[O:39])[C:10]([C:40]([N:42]2[CH2:47][CH2:46][NH:45][CH2:44][CH2:43]2)=[O:41])=[CH:9]1)[CH2:5][O:6][CH3:7].C(=O)([O-])[O-].[K+].[K+].Br[CH2:55][CH2:56][OH:57]. The catalyst is C(#N)C.O. The product is [CH3:7][O:6][CH2:5][CH:4]([N:8]1[C:17]2[C:12](=[CH:13][C:14]([C:18]3[C:19]([C:30]4[S:31][CH:32]=[C:33]([C:35]([F:38])([F:36])[F:37])[N:34]=4)=[CH:20][C:21]([NH:24][C:25]([NH:27][CH2:28][CH3:29])=[O:26])=[N:22][CH:23]=3)=[CH:15][CH:16]=2)[C:11](=[O:39])[C:10]([C:40]([N:42]2[CH2:43][CH2:44][N:45]([CH2:55][CH2:56][OH:57])[CH2:46][CH2:47]2)=[O:41])=[CH:9]1)[CH2:3][O:2][CH3:1]. The yield is 0.340. (3) The reactants are [OH:1][CH2:2][CH2:3][O:4][CH2:5][C:6]([OH:8])=[O:7].O1[CH2:14][CH2:13]OCC1=O.[CH3:16][O:17][C:18]1[CH:39]=[CH:38][C:21]([C:22](Cl)([C:31]2[CH:36]=[CH:35][CH:34]=[CH:33][CH:32]=2)[C:23]2[CH:28]=[CH:27][C:26]([O:29][CH3:30])=[CH:25][CH:24]=2)=[CH:20][CH:19]=1.[N:40]1[CH:45]=[CH:44]C=[CH:42][CH:41]=1. No catalyst specified. The product is [CH3:30][O:29][C:26]1[CH:25]=[CH:24][C:23]([C:22]([O:1][CH2:2][CH2:3][O:4][CH2:5][C:6]([O-:8])=[O:7])([C:31]2[CH:32]=[CH:33][CH:34]=[CH:35][CH:36]=2)[C:21]2[CH:38]=[CH:39][C:18]([O:17][CH3:16])=[CH:19][CH:20]=2)=[CH:28][CH:27]=1.[CH2:41]([NH+:40]([CH2:13][CH3:14])[CH2:45][CH3:44])[CH3:42]. The yield is 1.00. (4) The reactants are [OH:1][C@@H:2]1[C@@H:7]([OH:8])[C@H:6]([OH:9])[C@@H:5]([CH2:10][OH:11])[O:4][C:3]1=[O:12].CN1CCOCC1.[Cl-].[CH3:21][SiH:22]([CH3:24])[CH3:23].C1(C)C=CC=CC=1. The catalyst is O1CCCC1.O. The product is [CH3:21][Si:22]([CH3:24])([CH3:23])[O:1][C@@H:2]1[C@@H:7]([O:8][Si:22]([CH3:24])([CH3:23])[CH3:21])[C@H:6]([O:9][Si:22]([CH3:24])([CH3:23])[CH3:21])[C@@H:5]([CH2:10][O:11][Si:22]([CH3:24])([CH3:23])[CH3:21])[O:4][C:3]1=[O:12]. The yield is 1.00. (5) The reactants are Cl[CH:2]([N:7]=[C:8](Cl)[C:9]1[CH:14]=[CH:13][C:12]([Cl:15])=[CH:11][CH:10]=1)[C:3]([F:6])([F:5])[F:4].[C:17](#[N:20])[CH:18]=[CH2:19].N12CCCN=C1CCCCC2. The catalyst is CN(C)C=O. The product is [Cl:15][C:12]1[CH:13]=[CH:14][C:9]([C:8]2[NH:7][C:2]([C:3]([F:6])([F:5])[F:4])=[CH:19][C:18]=2[C:17]#[N:20])=[CH:10][CH:11]=1. The yield is 0.389.